From a dataset of Catalyst prediction with 721,799 reactions and 888 catalyst types from USPTO. Predict which catalyst facilitates the given reaction. (1) Reactant: Cl.[F:2][C:3]([F:14])([F:13])[CH:4]1[C:9]2[N:10]=[CH:11][NH:12][C:8]=2[CH2:7][CH2:6][NH:5]1.[Cl:15][C:16]1[C:24]([C:25]([F:28])([F:27])[F:26])=[CH:23][CH:22]=[CH:21][C:17]=1[C:18](O)=[O:19].CN(C(ON1N=NC2C=CC=NC1=2)=[N+](C)C)C.F[P-](F)(F)(F)(F)F.CCN(C(C)C)C(C)C. Product: [Cl:15][C:16]1[C:24]([C:25]([F:27])([F:28])[F:26])=[CH:23][CH:22]=[CH:21][C:17]=1[C:18]([N:5]1[CH2:6][CH2:7][C:8]2[NH:12][CH:11]=[N:10][C:9]=2[CH:4]1[C:3]([F:2])([F:13])[F:14])=[O:19]. The catalyst class is: 31. (2) Reactant: C1(C)C=CC(S([CH2:10][N+:11]#[C-:12])(=O)=O)=CC=1.CO.C[O-].[Na+].[CH3:19][C:20]1[C:28]2[C:23](=[CH:24][CH:25]=[C:26]([CH:29]=[O:30])[CH:27]=2)[NH:22][N:21]=1. Product: [CH3:19][C:20]1[C:28]2[C:23](=[CH:24][CH:25]=[C:26]([C:29]3[O:30][CH:12]=[N:11][CH:10]=3)[CH:27]=2)[NH:22][N:21]=1. The catalyst class is: 6. (3) Product: [O-:29][N+:6]1[CH:7]=[CH:8][CH:9]=[C:4]2[N:3]([CH:11]3[CH2:12][CH2:13][N:14]([C:17]([O:19][C:20]([CH3:23])([CH3:22])[CH3:21])=[O:18])[CH2:15][CH2:16]3)[C:2](=[O:1])[NH:10][C:5]=12. The catalyst class is: 26. Reactant: [O:1]=[C:2]1[NH:10][C:5]2=[N:6][CH:7]=[CH:8][CH:9]=[C:4]2[N:3]1[CH:11]1[CH2:16][CH2:15][N:14]([C:17]([O:19][C:20]([CH3:23])([CH3:22])[CH3:21])=[O:18])[CH2:13][CH2:12]1.ClC1C=C(C=CC=1)C(OO)=[O:29]. (4) Reactant: [CH2:1]([O:3][C:4]1[CH:5]=[C:6]([CH:9]=[CH:10][C:11]=1[O:12][CH:13]([CH3:15])[CH3:14])[CH:7]=O)[CH3:2].[NH2:16][C:17]1[CH:24]=[CH:23][C:20]([C:21]#[N:22])=[CH:19][CH:18]=1.O. Product: [CH2:1]([O:3][C:4]1[CH:5]=[C:6]([CH:9]=[CH:10][C:11]=1[O:12][CH:13]([CH3:15])[CH3:14])/[CH:7]=[N:16]/[C:17]1[CH:24]=[CH:23][C:20]([C:21]#[N:22])=[CH:19][CH:18]=1)[CH3:2]. The catalyst class is: 11. (5) Reactant: C([O:3][C:4](=[O:16])[C:5]([O:8][C:9]1[CH:14]=[CH:13][C:12]([Cl:15])=[CH:11][CH:10]=1)([CH3:7])[CH3:6])C.[Li+].[OH-]. Product: [Cl:15][C:12]1[CH:11]=[CH:10][C:9]([O:8][C:5]([CH3:7])([CH3:6])[C:4]([OH:16])=[O:3])=[CH:14][CH:13]=1. The catalyst class is: 20. (6) Reactant: [Br:1][C:2]1[CH:3]=[CH:4][C:5]([NH2:11])=[C:6]([CH:10]=1)[C:7](O)=[O:8].[CH:12]([NH2:14])=O. Product: [Br:1][C:2]1[CH:10]=[C:6]2[C:5](=[CH:4][CH:3]=1)[N:11]=[CH:12][N:14]=[C:7]2[OH:8]. The catalyst class is: 6. (7) Reactant: [F:1][C:2]1[CH:3]=[C:4]([CH:11]=[CH:12][CH:13]=1)[CH2:5][CH:6]([C:8]([OH:10])=[O:9])[NH2:7].[CH2:14]=O. Product: [F:1][C:2]1[CH:3]=[C:4]2[C:11](=[CH:12][CH:13]=1)[CH2:14][NH:7][CH:6]([C:8]([OH:10])=[O:9])[CH2:5]2. The catalyst class is: 33.